This data is from Full USPTO retrosynthesis dataset with 1.9M reactions from patents (1976-2016). The task is: Predict the reactants needed to synthesize the given product. Given the product [CH3:111][N:91]([C@@H:92]([CH3:110])[C:93]([NH:95][C@@H:96]([CH2:100][C:101]1[CH:102]=[CH:103][C:104]([N+:107]([O-:109])=[O:108])=[CH:105][CH:106]=1)[C:97](=[O:99])[N:43]1[C@H:52]([C:53](=[O:54])[NH:55][C@H:56]2[C:65]3[C:60](=[CH:61][CH:62]=[CH:63][CH:64]=3)[CH2:59][CH2:58][CH2:57]2)[CH2:51][C:50]2[C:45](=[CH:46][CH:47]=[CH:48][CH:49]=2)[CH2:44]1)=[O:94])[C:89](=[O:90])[O:88][C:84]([CH3:85])([CH3:86])[CH3:87], predict the reactants needed to synthesize it. The reactants are: CC(C)(C)[C@H](NC(=O)[C@@H](NC)C)C(N1[C@H](C(=O)N[C@H]2C3C(=CC=CC=3)CCC2)C[C@H](NC(C2C=CC(COC3C=CC(C[C@H](NC(=O)[C@@H](NC)C)C([N:43]4[C@H:52]([C:53]([NH:55][C@H:56]5[C:65]6[C:60](=[CH:61][CH:62]=[CH:63][CH:64]=6)[CH2:59][CH2:58][CH2:57]5)=[O:54])[CH2:51][C:50]5[C:45](=[CH:46][CH:47]=[CH:48][CH:49]=5)[CH2:44]4)=O)=CC=3)=CC=2)=O)C1)=O.[C:84]([O:88][C:89]([N:91]([CH3:111])[C@@H:92]([CH3:110])[C:93]([NH:95][C@@H:96]([CH2:100][C:101]1[CH:106]=[CH:105][C:104]([N+:107]([O-:109])=[O:108])=[CH:103][CH:102]=1)[C:97]([OH:99])=O)=[O:94])=[O:90])([CH3:87])([CH3:86])[CH3:85].[C@H]1(NC([C@@H]2CC3C(=CC=CC=3)CN2)=O)C2C(=CC=CC=2)CCC1.